Dataset: Experimental lipophilicity measurements (octanol/water distribution) for 4,200 compounds from AstraZeneca. Task: Regression/Classification. Given a drug SMILES string, predict its absorption, distribution, metabolism, or excretion properties. Task type varies by dataset: regression for continuous measurements (e.g., permeability, clearance, half-life) or binary classification for categorical outcomes (e.g., BBB penetration, CYP inhibition). For this dataset (lipophilicity_astrazeneca), we predict Y. (1) The molecule is CC(=O)Nc1cccc(Nc2ncnc(N3CCC(OCc4ccc(OC(F)(F)F)cc4)CC3)n2)c1C. The Y is 4.40 logD. (2) The compound is CC(C)[C@H](NC(=O)C[C@H](NC(=O)/C=C/c1ccccc1)c1ccccc1)C(=O)[C@@H]1C(=O)NC(=O)[C@H]1C. The Y is 1.91 logD. (3) The molecule is Cc1ccc2c(c1)c(-c1ccnc3c(F)cccc13)c(C)n2CC(=O)O. The Y is 0.530 logD. (4) The molecule is c1ccc2c(c1)nnn2-c1ccncc1. The Y is 1.69 logD. (5) The compound is C[C@H]1CN(Cc2cc(Cl)ccc2OCC(=O)O)CCN1C(=O)Cc1ccc(Cl)cc1. The Y is 1.21 logD.